Dataset: Reaction yield outcomes from USPTO patents with 853,638 reactions. Task: Predict the reaction yield, written as a fraction of the theoretical maximum amount of product (1.0 means a 100% yield; for example, 0.34 means a 34% yield). (1) The yield is 0.533. The product is [C:12]1([S:18]([N:3]2[CH2:4][CH2:5][S:1][CH:2]2[CH2:6][C:7]([O:9][CH2:10][CH3:11])=[O:8])(=[O:20])=[O:19])[CH:17]=[CH:16][CH:15]=[CH:14][CH:13]=1. The catalyst is N1C=CC=CC=1. The reactants are [S:1]1[CH2:5][CH2:4][NH:3][CH:2]1[CH2:6][C:7]([O:9][CH2:10][CH3:11])=[O:8].[C:12]1([S:18](Cl)(=[O:20])=[O:19])[CH:17]=[CH:16][CH:15]=[CH:14][CH:13]=1. (2) The reactants are [O:1]1[C:6]2([CH2:11][CH2:10][O:9][CH2:8][CH2:7]2)[O:5][CH2:4][CH:3]([CH2:12][OH:13])[CH2:2]1.[H-].[Na+].Cl[C:17]1[CH:22]=[CH:21][N+:20]([O-:23])=[C:19]([CH3:24])[C:18]=1[CH3:25]. The catalyst is CS(C)=O. The product is [CH3:24][C:19]1[C:18]([CH3:25])=[C:17]([O:13][CH2:12][CH:3]2[CH2:4][O:5][C:6]3([CH2:7][CH2:8][O:9][CH2:10][CH2:11]3)[O:1][CH2:2]2)[CH:22]=[CH:21][N+:20]=1[O-:23]. The yield is 0.662. (3) The reactants are C([O:4][C:5]1[CH:12]=[CH:11][C:8]([CH:9]=[CH2:10])=[CH:7][CH:6]=1)(=O)C.C[O-].[Na+]. The catalyst is C(OCC)(=O)C. The product is [OH:4][C:5]1[CH:12]=[CH:11][C:8]([CH:9]=[CH2:10])=[CH:7][CH:6]=1. The yield is 0.540. (4) The reactants are [CH2:1]([O:3][C:4](=[O:29])[C:5]([O:8][C:9]1[CH:14]=[CH:13][C:12]([O:15][C:16]2[CH:21]=[C:20]([C:22]#[N:23])[C:19]([N+:24]([O-])=O)=[CH:18][C:17]=2[CH3:27])=[CH:11][C:10]=1[CH3:28])([CH3:7])[CH3:6])[CH3:2]. The catalyst is C(O)C.[Pd]. The product is [CH2:1]([O:3][C:4](=[O:29])[C:5]([O:8][C:9]1[CH:14]=[CH:13][C:12]([O:15][C:16]2[CH:21]=[C:20]([C:22]#[N:23])[C:19]([NH2:24])=[CH:18][C:17]=2[CH3:27])=[CH:11][C:10]=1[CH3:28])([CH3:6])[CH3:7])[CH3:2]. The yield is 0.980.